Dataset: Full USPTO retrosynthesis dataset with 1.9M reactions from patents (1976-2016). Task: Predict the reactants needed to synthesize the given product. (1) Given the product [Cl:1][C:2]1[CH:3]=[CH:4][C:5]([C:8]2([C:13]3[CH:18]=[CH:17][C:16]([NH2:19])=[C:15]([CH3:22])[CH:14]=3)[S:12][CH2:11][CH2:10][O:9]2)=[CH:6][CH:7]=1, predict the reactants needed to synthesize it. The reactants are: [Cl:1][C:2]1[CH:7]=[CH:6][C:5]([C:8]2([C:13]3[CH:18]=[CH:17][C:16]([N+:19]([O-])=O)=[C:15]([CH3:22])[CH:14]=3)[S:12][CH2:11][CH2:10][O:9]2)=[CH:4][CH:3]=1.[BH4-].[K+]. (2) Given the product [NH2:1][C:2]1[C:17]([O:18][CH2:19][CH3:20])=[CH:16][C:5]([C:6]([NH:8][C@@H:9]2[CH2:14][CH2:13][N:12]([CH3:15])[CH2:11]2)=[O:7])=[C:4]([F:21])[CH:3]=1, predict the reactants needed to synthesize it. The reactants are: [NH2:1][C:2]1[C:17]([O:18][CH2:19][CH3:20])=[CH:16][C:5]([C:6]([NH:8][CH:9]2[CH2:14][CH2:13][N:12]([CH3:15])[CH2:11]C2)=[O:7])=[C:4]([F:21])[CH:3]=1.Cl.Cl.CN1CC[C@@H](N)C1. (3) Given the product [F:28][C:29]1[CH:41]=[C:40]([F:42])[CH:39]=[CH:38][C:30]=1[CH2:31][N:32]1[CH2:33][CH2:34][N:35]([CH2:6][CH2:7][N:8]2[C:16]3[N:15]=[C:14]([NH2:17])[N:13]4[N:18]=[C:19]([C:21]5[O:22][CH:23]=[CH:24][CH:25]=5)[N:20]=[C:12]4[C:11]=3[CH:10]=[CH:9]2)[CH2:36][CH2:37]1, predict the reactants needed to synthesize it. The reactants are: CS(O[CH2:6][CH2:7][N:8]1[C:16]2[N:15]=[C:14]([NH2:17])[N:13]3[N:18]=[C:19]([C:21]4[O:22][CH:23]=[CH:24][CH:25]=4)[N:20]=[C:12]3[C:11]=2[CH:10]=[CH:9]1)(=O)=O.Cl.Cl.[F:28][C:29]1[CH:41]=[C:40]([F:42])[CH:39]=[CH:38][C:30]=1[CH2:31][N:32]1[CH2:37][CH2:36][NH:35][CH2:34][CH2:33]1.CCN(C(C)C)C(C)C. (4) Given the product [ClH:30].[NH2:7][CH2:8][C:9]1[CH:10]=[C:11]2[C:16](=[CH:17][CH:18]=1)[N:15]=[C:14]([CH3:19])[N:13]([CH:20]1[CH2:25][CH2:24][C:23](=[O:26])[NH:22][C:21]1=[O:27])[C:12]2=[O:28], predict the reactants needed to synthesize it. The reactants are: C(OC(=O)[NH:7][CH2:8][C:9]1[CH:10]=[C:11]2[C:16](=[CH:17][CH:18]=1)[N:15]=[C:14]([CH3:19])[N:13]([CH:20]1[CH2:25][CH2:24][C:23](=[O:26])[NH:22][C:21]1=[O:27])[C:12]2=[O:28])(C)(C)C.[ClH:30]. (5) Given the product [C:1]1([C:26]2[CH:27]=[CH:28][CH:29]=[CH:30][CH:31]=2)[CH:2]=[CH:3][C:4]([CH2:7][C@H:8]([NH:12][C:13]([C:15]2([CH2:20][C:21]([O:23][CH2:24][CH3:25])=[O:22])[CH2:16][CH2:17][CH2:18][CH2:19]2)=[O:14])[C:9]([N:33]2[CH2:37][CH2:36][CH2:35][C@H:34]2[C:38]([O:40][CH2:41][C:42]2[CH:47]=[CH:46][CH:45]=[CH:44][CH:43]=2)=[O:39])=[O:11])=[CH:5][CH:6]=1, predict the reactants needed to synthesize it. The reactants are: [C:1]1([C:26]2[CH:31]=[CH:30][CH:29]=[CH:28][CH:27]=2)[CH:6]=[CH:5][C:4]([CH2:7][C@H:8]([NH:12][C:13]([C:15]2([CH2:20][C:21]([O:23][CH2:24][CH3:25])=[O:22])[CH2:19][CH2:18][CH2:17][CH2:16]2)=[O:14])[C:9]([OH:11])=O)=[CH:3][CH:2]=1.Cl.[NH:33]1[CH2:37][CH2:36][CH2:35][C@H:34]1[C:38]([O:40][CH2:41][C:42]1[CH:47]=[CH:46][CH:45]=[CH:44][CH:43]=1)=[O:39].CCN=C=NCCCN(C)C.Cl.CCN(C(C)C)C(C)C.ON1C2N=CC=CC=2N=N1. (6) Given the product [C:14]([NH:13][C:11]([C:10]1[C:4]2[C:5](=[N:6][CH:7]=[C:2]([NH:32][C:30]3[O:29][N:28]=[C:27]([CH3:26])[CH:31]=3)[N:3]=2)[N:8]([CH2:18][O:19][CH2:20][CH2:21][Si:22]([CH3:25])([CH3:24])[CH3:23])[CH:9]=1)=[O:12])([CH3:17])([CH3:16])[CH3:15], predict the reactants needed to synthesize it. The reactants are: Br[C:2]1[N:3]=[C:4]2[C:10]([C:11]([NH:13][C:14]([CH3:17])([CH3:16])[CH3:15])=[O:12])=[CH:9][N:8]([CH2:18][O:19][CH2:20][CH2:21][Si:22]([CH3:25])([CH3:24])[CH3:23])[C:5]2=[N:6][CH:7]=1.[CH3:26][C:27]1[CH:31]=[C:30]([NH2:32])[O:29][N:28]=1.CC1(C)C2C(=C(P(C3C=CC=CC=3)C3C=CC=CC=3)C=CC=2)OC2C(P(C3C=CC=CC=3)C3C=CC=CC=3)=CC=CC1=2.C(=O)([O-])[O-].[Cs+].[Cs+].